From a dataset of Full USPTO retrosynthesis dataset with 1.9M reactions from patents (1976-2016). Predict the reactants needed to synthesize the given product. (1) Given the product [C:1]([O:5][C:6]([N:8]([CH2:21][CH:22]1[CH2:27][CH2:26][N:25]([C:28](=[O:44])[CH2:29][CH2:30][C:31]([NH:33][C:34]2[CH:35]=[CH:36][C:37]([C:38]([OH:40])=[O:39])=[CH:42][CH:43]=2)=[O:32])[CH2:24][CH:23]1[C:45]1[CH:50]=[CH:49][CH:48]=[C:47]([F:51])[CH:46]=1)[C@@H:9]([C:11]1[C:20]2[C:15](=[CH:16][CH:17]=[CH:18][CH:19]=2)[CH:14]=[CH:13][CH:12]=1)[CH3:10])=[O:7])([CH3:2])([CH3:3])[CH3:4], predict the reactants needed to synthesize it. The reactants are: [C:1]([O:5][C:6]([N:8]([CH2:21][CH:22]1[CH2:27][CH2:26][N:25]([C:28](=[O:44])[CH2:29][CH2:30][C:31]([NH:33][C:34]2[CH:43]=[CH:42][C:37]([C:38]([O:40]C)=[O:39])=[CH:36][CH:35]=2)=[O:32])[CH2:24][CH:23]1[C:45]1[CH:50]=[CH:49][CH:48]=[C:47]([F:51])[CH:46]=1)[C@@H:9]([C:11]1[C:20]2[C:15](=[CH:16][CH:17]=[CH:18][CH:19]=2)[CH:14]=[CH:13][CH:12]=1)[CH3:10])=[O:7])([CH3:4])([CH3:3])[CH3:2].[OH-].[Na+].C(OCC)(=O)C.O. (2) Given the product [Cl:1][C:2]1[N:10]=[CH:9][C:8]([C:11]([F:14])([F:12])[F:13])=[CH:7][C:3]=1[C:4]([O:6][CH3:15])=[O:5], predict the reactants needed to synthesize it. The reactants are: [Cl:1][C:2]1[N:10]=[CH:9][C:8]([C:11]([F:14])([F:13])[F:12])=[CH:7][C:3]=1[C:4]([OH:6])=[O:5].[CH2:15](N(CC)CC)C.C(OCC)(=O)C.O. (3) Given the product [CH3:1][C:2]1[C:3]([N:9]2[CH2:14][CH2:13][CH2:12][CH2:11][CH2:10]2)=[C:4]([NH:8][C:22]([C:20]2[O:21][C:17]([C:15]#[N:16])=[CH:18][CH:19]=2)=[O:23])[CH:5]=[CH:6][CH:7]=1, predict the reactants needed to synthesize it. The reactants are: [CH3:1][C:2]1[C:3]([N:9]2[CH2:14][CH2:13][CH2:12][CH2:11][CH2:10]2)=[C:4]([NH2:8])[CH:5]=[CH:6][CH:7]=1.[C:15]([C:17]1[O:21][C:20]([C:22](Cl)=[O:23])=[CH:19][CH:18]=1)#[N:16].CCN(C(C)C)C(C)C.